From a dataset of Full USPTO retrosynthesis dataset with 1.9M reactions from patents (1976-2016). Predict the reactants needed to synthesize the given product. (1) Given the product [CH3:1][O:2][C:3]1[CH:4]=[CH:5][C:6]([C:9](=[O:19])/[C:10](/[S:11][C:12]2[CH:13]=[CH:14][C:15]([Br:18])=[CH:16][CH:17]=2)=[CH:25]\[C:24]2[CH:27]=[CH:28][C:21]([Br:20])=[CH:22][CH:23]=2)=[CH:7][CH:8]=1, predict the reactants needed to synthesize it. The reactants are: [CH3:1][O:2][C:3]1[CH:8]=[CH:7][C:6]([C:9](=[O:19])[CH2:10][S:11][C:12]2[CH:17]=[CH:16][C:15]([Br:18])=[CH:14][CH:13]=2)=[CH:5][CH:4]=1.[Br:20][C:21]1[CH:28]=[CH:27][C:24]([CH:25]=O)=[CH:23][CH:22]=1. (2) The reactants are: Cl.[NH2:2][CH2:3][C:4]1[CH:13]=[CH:12][CH:11]=[C:10]2[C:5]=1[C:6](=[O:23])[N:7]([CH:15]1[CH2:20][CH2:19][C:18](=[O:21])[NH:17][C:16]1=[O:22])[C:8]([CH3:14])=[N:9]2.C(N(CC)CC)C.[CH3:31][C:32]1[CH:33]=[C:34]([N:39]=[C:40]=[O:41])[CH:35]=[CH:36][C:37]=1[CH3:38]. Given the product [CH3:31][C:32]1[CH:33]=[C:34]([NH:39][C:40]([NH:2][CH2:3][C:4]2[CH:13]=[CH:12][CH:11]=[C:10]3[C:5]=2[C:6](=[O:23])[N:7]([CH:15]2[CH2:20][CH2:19][C:18](=[O:21])[NH:17][C:16]2=[O:22])[C:8]([CH3:14])=[N:9]3)=[O:41])[CH:35]=[CH:36][C:37]=1[CH3:38], predict the reactants needed to synthesize it.